Dataset: Catalyst prediction with 721,799 reactions and 888 catalyst types from USPTO. Task: Predict which catalyst facilitates the given reaction. (1) Reactant: [CH3:1][O:2][CH2:3][O:4][CH2:5][C@@H:6]1[C@@H:11]2[CH2:12][CH2:13][C@@H:8]([C:9](=[O:14])[CH2:10]2)[N:7]1[C:15]([O:17][C:18]([CH3:21])([CH3:20])[CH3:19])=[O:16].CO.[BH4-].[Na+]. Product: [OH:14][C@H:9]1[C@@H:8]2[CH2:13][CH2:12][C@@H:11]([C@@H:6]([CH2:5][O:4][CH2:3][O:2][CH3:1])[N:7]2[C:15]([O:17][C:18]([CH3:21])([CH3:20])[CH3:19])=[O:16])[CH2:10]1. The catalyst class is: 2. (2) Reactant: [Br:1][C:2]1[CH:3]=[N:4][C:5](Cl)=[N:6][CH:7]=1.[NH:9]1[CH2:15][CH2:14][CH2:13][NH:12][CH2:11][CH2:10]1. Product: [Br:1][C:2]1[CH:3]=[N:4][C:5]([N:9]2[CH2:15][CH2:14][CH2:13][NH:12][CH2:11][CH2:10]2)=[N:6][CH:7]=1. The catalyst class is: 23. (3) Reactant: [C:1]([N:5]([CH2:13][CH2:14][CH2:15][C:16]#[C:17][C:18]1[S:19][CH:20]=[CH:21][CH:22]=1)[C:6](=[O:12])[C:7]([O:9]CC)=[O:8])([CH3:4])([CH3:3])[CH3:2].[OH-].[K+].Cl. Product: [C:1]([N:5]([CH2:13][CH2:14][CH2:15][C:16]#[C:17][C:18]1[S:19][CH:20]=[CH:21][CH:22]=1)[C:6](=[O:12])[C:7]([OH:9])=[O:8])([CH3:4])([CH3:2])[CH3:3]. The catalyst class is: 38. (4) Reactant: [Br:1][C:2]1[CH:3]=[N:4][C:5]([C:8]2[N:9](O)[C:10]3[C:15]([C:16]=2[CH:17]2[CH2:21][CH2:20][CH2:19][CH2:18]2)=[CH:14][CH:13]=[C:12]([C:22]([NH:24][C:25]2([C:29]4[N:33]([CH3:34])[C:32]5[CH:35]=[C:36](/[CH:39]=[CH:40]/[C:41]([O:43]CCCC)=[O:42])[CH:37]=[CH:38][C:31]=5[N:30]=4)[CH2:28][CH2:27][CH2:26]2)=[O:23])[CH:11]=3)=[N:6][CH:7]=1.[OH-].[Na+].[C:51](O)(=O)C. Product: [Br:1][C:2]1[CH:7]=[N:6][C:5]([C:8]2[N:9]([CH3:51])[C:10]3[C:15]([C:16]=2[CH:17]2[CH2:18][CH2:19][CH2:20][CH2:21]2)=[CH:14][CH:13]=[C:12]([C:22]([NH:24][C:25]2([C:29]4[N:33]([CH3:34])[C:32]5[CH:35]=[C:36](/[CH:39]=[CH:40]/[C:41]([OH:43])=[O:42])[CH:37]=[CH:38][C:31]=5[N:30]=4)[CH2:28][CH2:27][CH2:26]2)=[O:23])[CH:11]=3)=[N:4][CH:3]=1. The catalyst class is: 1. (5) Reactant: [O:1]1[C:5]2[CH:6]=[CH:7][C:8]([C:10](=O)[CH:11]([O:19][C:20](=O)[CH3:21])[C:12]3[CH:17]=[CH:16][CH:15]=[C:14]([CH3:18])[N:13]=3)=[CH:9][C:4]=2[O:3][CH2:2]1.C([O-])(=O)C.[NH4+:28]. Product: [O:1]1[C:5]2[CH:6]=[CH:7][C:8]([C:10]3[N:28]=[C:20]([CH3:21])[O:19][C:11]=3[C:12]3[CH:17]=[CH:16][CH:15]=[C:14]([CH3:18])[N:13]=3)=[CH:9][C:4]=2[O:3][CH2:2]1. The catalyst class is: 15. (6) Reactant: [CH:1]([N:4]1[CH2:9][CH2:8][N:7]([C:10]([C:12]2[CH:13]=[C:14]3[C:18](=[CH:19][CH:20]=2)[NH:17][C:16]([C:21]([N:23]2[CH2:28][CH2:27][CH:26]([O:29][CH3:30])[CH2:25][CH2:24]2)=[O:22])=[CH:15]3)=[O:11])[CH2:6][CH2:5]1)([CH3:3])[CH3:2].[H-].[Na+].CS(O[CH2:38][C:39]([F:42])([F:41])[F:40])(=O)=O. Product: [CH:1]([N:4]1[CH2:9][CH2:8][N:7]([C:10]([C:12]2[CH:13]=[C:14]3[C:18](=[CH:19][CH:20]=2)[N:17]([CH2:38][C:39]([F:42])([F:41])[F:40])[C:16]([C:21]([N:23]2[CH2:28][CH2:27][CH:26]([O:29][CH3:30])[CH2:25][CH2:24]2)=[O:22])=[CH:15]3)=[O:11])[CH2:6][CH2:5]1)([CH3:3])[CH3:2]. The catalyst class is: 9. (7) Reactant: [CH2:1]([O:8][C:9]1[CH:10]=[C:11]([CH:14]=[CH:15][C:16]=1[I:17])[CH2:12][OH:13])[C:2]1[CH:7]=[CH:6][CH:5]=[CH:4][CH:3]=1. Product: [CH2:1]([O:8][C:9]1[CH:10]=[C:11]([CH:14]=[CH:15][C:16]=1[I:17])[CH:12]=[O:13])[C:2]1[CH:3]=[CH:4][CH:5]=[CH:6][CH:7]=1. The catalyst class is: 327. (8) Reactant: Cl.[CH3:2][C:3]1([OH:8])[CH2:7][CH2:6][NH:5][CH2:4]1.C(=O)([O-])[O-].[K+].[K+].CS(O[CH2:20][CH:21]([C:28]1[CH:33]=[CH:32][CH:31]=[CH:30][CH:29]=1)[C:22]1[CH:27]=[CH:26][CH:25]=[CH:24][CH:23]=1)(=O)=O. Product: [C:22]1([CH:21]([C:28]2[CH:29]=[CH:30][CH:31]=[CH:32][CH:33]=2)[CH2:20][N:5]2[CH2:6][CH2:7][C:3]([CH3:2])([OH:8])[CH2:4]2)[CH:27]=[CH:26][CH:25]=[CH:24][CH:23]=1. The catalyst class is: 10. (9) Reactant: [N:1]1[CH:6]=[CH:5][CH:4]=[N:3][C:2]=1[CH2:7][C:8]1[CH:9]=[C:10]([C:14](=[O:16])[CH3:15])[CH:11]=[CH:12][CH:13]=1.[CH3:17][O-:18].[Na+].[NH4+:20].[Cl-]. Product: [CH3:9][C:8]1[CH:13]=[CH:12][N:20]=[C:2]([C:17](=[O:18])[CH2:15][C:14]([C:10]2[CH:11]=[CH:12][CH:13]=[C:8]([CH2:7][C:2]3[N:3]=[CH:4][CH:5]=[CH:6][N:1]=3)[CH:9]=2)=[O:16])[CH:7]=1. The catalyst class is: 1.